Predict the reactants needed to synthesize the given product. From a dataset of Full USPTO retrosynthesis dataset with 1.9M reactions from patents (1976-2016). (1) Given the product [ClH:1].[C:31]1([C:29]2[CH:30]=[C:26]([CH2:25][CH2:24][C:20]3[CH:19]=[C:18]4[C:23](=[CH:22][CH:21]=3)[NH:15][CH2:16][CH2:17]4)[S:27][C:28]=2[C:37]([F:40])([F:39])[F:38])[CH:36]=[CH:35][CH:34]=[CH:33][CH:32]=1, predict the reactants needed to synthesize it. The reactants are: [ClH:1].O1CCOCC1.C(OC([N:15]1[C:23]2[C:18](=[CH:19][C:20]([CH2:24][CH2:25][C:26]3[S:27][C:28]([C:37]([F:40])([F:39])[F:38])=[C:29]([C:31]4[CH:36]=[CH:35][CH:34]=[CH:33][CH:32]=4)[CH:30]=3)=[CH:21][CH:22]=2)[CH2:17][CH2:16]1)=O)(C)(C)C. (2) Given the product [C@@H:19]([NH:18][C:6]1[CH:5]=[C:4]([CH:9]=[C:8]([N:10]([S:12]([CH:15]2[CH2:16][CH2:17]2)(=[O:13])=[O:14])[CH3:11])[N:7]=1)[C:3]([OH:23])=[O:2])([CH2:21][CH3:22])[CH3:20], predict the reactants needed to synthesize it. The reactants are: C[O:2][C:3](=[O:23])[C:4]1[CH:9]=[C:8]([N:10]([S:12]([CH:15]2[CH2:17][CH2:16]2)(=[O:14])=[O:13])[CH3:11])[N:7]=[C:6]([NH:18][C@H:19]([CH2:21][CH3:22])[CH3:20])[CH:5]=1.[OH-].[Na+].Cl. (3) Given the product [C:1]1([CH2:7][CH2:8][N:9]([C:21]2[S:22][C:23]([C:26]3[CH:31]=[CH:30][CH:29]=[C:28]([O:32][C:33]4[CH:38]=[CH:37][CH:36]=[C:35]([C:39]([F:41])([F:42])[F:40])[CH:34]=4)[CH:27]=3)=[N:24][N:25]=2)[C:10]2[CH:11]=[C:12]([CH:18]=[CH:19][CH:20]=2)[C:13]([OH:15])=[O:14])[CH:6]=[CH:5][CH:4]=[CH:3][CH:2]=1, predict the reactants needed to synthesize it. The reactants are: [C:1]1([CH2:7][CH2:8][N:9]([C:21]2[S:22][C:23]([C:26]3[CH:31]=[CH:30][CH:29]=[C:28]([O:32][C:33]4[CH:38]=[CH:37][CH:36]=[C:35]([C:39]([F:42])([F:41])[F:40])[CH:34]=4)[CH:27]=3)=[N:24][N:25]=2)[C:10]2[CH:11]=[C:12]([CH:18]=[CH:19][CH:20]=2)[C:13]([O:15]CC)=[O:14])[CH:6]=[CH:5][CH:4]=[CH:3][CH:2]=1.[Li+].[OH-]. (4) Given the product [C:33]([C:30]1[N:29]([CH3:38])[C:28]([C:26]2[CH:25]=[CH:24][C:23]3[N:18]([C:16]([O:15][CH2:14][CH:12]4[C:13]5[CH:1]=[CH:2][CH:3]=[CH:4][C:5]=5[C:6]5[C:11]4=[CH:10][CH:9]=[CH:8][CH:7]=5)=[O:17])[CH:19]([CH3:37])[O:20][C:21]([CH3:36])([CH3:35])[C:22]=3[CH:27]=2)=[CH:32][CH:31]=1)#[N:34], predict the reactants needed to synthesize it. The reactants are: [CH:1]1[C:13]2[CH:12]([CH2:14][O:15][C:16]([N:18]3[C:23]4[CH:24]=[CH:25][C:26]([C:28]5[NH:29][C:30]([C:33]#[N:34])=[CH:31][CH:32]=5)=[CH:27][C:22]=4[C:21]([CH3:36])([CH3:35])[O:20][CH:19]3[CH3:37])=[O:17])[C:11]3[C:6](=[CH:7][CH:8]=[CH:9][CH:10]=3)[C:5]=2[CH:4]=[CH:3][CH:2]=1.[C:38](=O)([O-])[O-].[K+].[K+].IC.S([O-])([O-])(=O)=O.[NH4+].[NH4+]. (5) Given the product [Cl:17][C:18]1[CH:23]=[C:22]([C:2]2[CH:3]=[CH:4][CH:5]=[C:6]([NH:8][CH2:9][C:10]3[CH:15]=[CH:14][CH:13]=[C:12]([F:16])[CH:11]=3)[N:7]=2)[C:21]([O:27][CH3:28])=[CH:20][N:19]=1, predict the reactants needed to synthesize it. The reactants are: Br[C:2]1[N:7]=[C:6]([NH:8][CH2:9][C:10]2[CH:15]=[CH:14][CH:13]=[C:12]([F:16])[CH:11]=2)[CH:5]=[CH:4][CH:3]=1.[Cl:17][C:18]1[CH:23]=[C:22](B(O)O)[C:21]([O:27][CH3:28])=[CH:20][N:19]=1.C(Cl)Cl.